From a dataset of Forward reaction prediction with 1.9M reactions from USPTO patents (1976-2016). Predict the product of the given reaction. (1) The product is: [Cl:37][C:34]1[CH:33]=[CH:32][C:31]([C:29]([C:38]2[CH:43]=[CH:42][C:41]([Cl:44])=[CH:40][CH:39]=2)([OH:30])[C:10]2[CH:11]=[C:12]3[C:7](=[CH:8][CH:9]=2)[N:6]=[C:5]([O:4][CH2:3][CH2:2][NH:1][S:53]([CH3:52])(=[O:55])=[O:54])[N:14]=[C:13]3[NH:15][CH:16]2[CH2:17][CH2:18][N:19]([C:22]([O:24][C:25]([CH3:27])([CH3:28])[CH3:26])=[O:23])[CH2:20][CH2:21]2)=[CH:36][CH:35]=1. Given the reactants [NH2:1][CH2:2][CH2:3][O:4][C:5]1[N:14]=[C:13]([NH:15][CH:16]2[CH2:21][CH2:20][N:19]([C:22]([O:24][C:25]([CH3:28])([CH3:27])[CH3:26])=[O:23])[CH2:18][CH2:17]2)[C:12]2[C:7](=[CH:8][CH:9]=[C:10]([C:29]([C:38]3[CH:43]=[CH:42][C:41]([Cl:44])=[CH:40][CH:39]=3)([C:31]3[CH:36]=[CH:35][C:34]([Cl:37])=[CH:33][CH:32]=3)[OH:30])[CH:11]=2)[N:6]=1.C(N(CC)CC)C.[CH3:52][S:53](Cl)(=[O:55])=[O:54], predict the reaction product. (2) Given the reactants I[C:2]1[C:12]([CH3:13])=[CH:11][CH:10]=[CH:9][C:3]=1[C:4]([O:6][CH2:7][CH3:8])=[O:5].C([Sn](CCCC)(CCCC)[C:19]1[O:20][CH:21]=[CH:22][N:23]=1)CCC, predict the reaction product. The product is: [CH3:13][C:12]1[C:2]([C:19]2[O:20][CH:21]=[CH:22][N:23]=2)=[C:3]([CH:9]=[CH:10][CH:11]=1)[C:4]([O:6][CH2:7][CH3:8])=[O:5]. (3) The product is: [CH3:1][O:2][C:3]1[CH:4]=[C:5]([CH:32]=[CH:33][C:34]=1[O:35][CH3:36])[CH2:6][CH:7]1[C:13]2[CH:14]=[C:15]([O:20][CH3:21])[C:16]([O:18][CH3:19])=[CH:17][C:12]=2[CH2:11][CH2:10][CH2:9][N:8]1[CH:22]([C:26]1[CH:31]=[CH:30][CH:29]=[CH:28][CH:27]=1)[C:23]([NH:37][CH2:38][CH2:39][CH:40]([CH3:42])[CH3:41])=[O:24]. Given the reactants [CH3:1][O:2][C:3]1[CH:4]=[C:5]([CH:32]=[CH:33][C:34]=1[O:35][CH3:36])[CH2:6][CH:7]1[C:13]2[CH:14]=[C:15]([O:20][CH3:21])[C:16]([O:18][CH3:19])=[CH:17][C:12]=2[CH2:11][CH2:10][CH2:9][N:8]1[CH:22]([C:26]1[CH:31]=[CH:30][CH:29]=[CH:28][CH:27]=1)[C:23](O)=[O:24].[NH2:37][CH2:38][CH2:39][CH:40]([CH3:42])[CH3:41], predict the reaction product. (4) Given the reactants [N:1]1[C:5]2[CH:6]=[CH:7][CH:8]=[CH:9][C:4]=2[NH:3][CH:2]=1.[CH3:10][O:11][CH2:12][CH2:13]Cl.C(=O)([O-])[O-].[K+].[K+], predict the reaction product. The product is: [CH3:10][O:11][CH2:12][CH2:13][N:1]1[C:5]2[CH:6]=[CH:7][CH:8]=[CH:9][C:4]=2[N:3]=[CH:2]1.